This data is from Peptide-MHC class I binding affinity with 185,985 pairs from IEDB/IMGT. The task is: Regression. Given a peptide amino acid sequence and an MHC pseudo amino acid sequence, predict their binding affinity value. This is MHC class I binding data. The peptide sequence is RQMKSGGRF. The MHC is HLA-A02:01 with pseudo-sequence HLA-A02:01. The binding affinity (normalized) is 0.0847.